Dataset: Full USPTO retrosynthesis dataset with 1.9M reactions from patents (1976-2016). Task: Predict the reactants needed to synthesize the given product. (1) The reactants are: CCN(C(C)C)C(C)C.FC(F)(F)S(O[C:16]1[C:17]([N:36]([S:41]([CH3:44])(=[O:43])=[O:42])S(C)(=O)=O)=[CH:18][C:19]2[O:23][C:22]([C:24]3[CH:29]=[CH:28][C:27]([F:30])=[CH:26][CH:25]=3)=[C:21]([C:31](=[O:34])[NH:32][CH3:33])[C:20]=2[CH:35]=1)(=O)=O.C(O[C:50]([C:52]1[CH:53]=[C:54](B(O)O)[CH:55]=[CH:56][CH:57]=1)=[O:51])C.CN(C(ON1N=NC2C=CC=NC1=2)=[N+](C)C)C.F[P-](F)(F)(F)(F)F.[C:85]1([C:91]([NH2:94])([CH3:93])[CH3:92])[CH:90]=[CH:89][CH:88]=[CH:87][CH:86]=1. Given the product [F:30][C:27]1[CH:28]=[CH:29][C:24]([C:22]2[O:23][C:19]3[CH:18]=[C:17]([NH:36][S:41]([CH3:44])(=[O:43])=[O:42])[C:16]([C:54]4[CH:55]=[CH:56][CH:57]=[C:52]([C:50](=[O:51])[NH:94][C:91]([C:85]5[CH:90]=[CH:89][CH:88]=[CH:87][CH:86]=5)([CH3:93])[CH3:92])[CH:53]=4)=[CH:35][C:20]=3[C:21]=2[C:31]([NH:32][CH3:33])=[O:34])=[CH:25][CH:26]=1, predict the reactants needed to synthesize it. (2) Given the product [Cl:1][C:2]1[N:3]=[C:4]([NH:22][CH:23]2[CH2:28][CH2:27][CH2:26][N:25]([C:29]([O:31][C:32]([CH3:35])([CH3:34])[CH3:33])=[O:30])[CH2:24]2)[C:5]2[CH:10]=[CH:9][N:8]([S:11]([C:14]3[CH:20]=[CH:19][C:17]([CH3:18])=[CH:16][CH:15]=3)(=[O:13])=[O:12])[C:6]=2[N:7]=1, predict the reactants needed to synthesize it. The reactants are: [Cl:1][C:2]1[N:3]=[C:4](Cl)[C:5]2[CH:10]=[CH:9][N:8]([S:11]([C:14]3[CH:20]=[CH:19][C:17]([CH3:18])=[CH:16][CH:15]=3)(=[O:13])=[O:12])[C:6]=2[N:7]=1.[NH2:22][CH:23]1[CH2:28][CH2:27][CH2:26][N:25]([C:29]([O:31][C:32]([CH3:35])([CH3:34])[CH3:33])=[O:30])[CH2:24]1.O.CCOC(C)=O.